From a dataset of Reaction yield outcomes from USPTO patents with 853,638 reactions. Predict the reaction yield, written as a fraction of the theoretical maximum amount of product (1.0 means a 100% yield; for example, 0.34 means a 34% yield). (1) The reactants are [Br:1][C:2]1[CH:15]=[C:14]2[C:5]([N:6]3[C:11]([CH2:12][O:13]2)=[N:10][NH:9][C:8](=[O:16])[C@H:7]3[CH3:17])=[CH:4][C:3]=1[C@@H:18]1[CH2:23][CH2:22][NH:21][CH2:20][C@@H:19]1[CH3:24].C=O.[BH3-][C:28]#N.[Na+].C([O-])(O)=O.[Na+]. The catalyst is CC(O)=O.CO. The product is [Br:1][C:2]1[CH:15]=[C:14]2[C:5]([N:6]3[C:11]([CH2:12][O:13]2)=[N:10][NH:9][C:8](=[O:16])[C@H:7]3[CH3:17])=[CH:4][C:3]=1[C@@H:18]1[CH2:23][CH2:22][N:21]([CH3:28])[CH2:20][C@@H:19]1[CH3:24]. The yield is 0.790. (2) The reactants are Br[C:2]1[CH:18]=[CH:17][C:5]([O:6][CH:7]([CH3:16])[CH2:8][NH:9][S:10]([CH:13]([CH3:15])[CH3:14])(=[O:12])=[O:11])=[CH:4][CH:3]=1.[S:19]1[CH:23]=[CH:22][CH:21]=[C:20]1B(O)O.C(=O)([O-])[O-].[Na+].[Na+]. The catalyst is Cl[Pd](Cl)([P](C1C=CC=CC=1)(C1C=CC=CC=1)C1C=CC=CC=1)[P](C1C=CC=CC=1)(C1C=CC=CC=1)C1C=CC=CC=1.COCCOC. The product is [CH3:14][CH:13]([S:10]([NH:9][CH2:8][CH:7]([O:6][C:5]1[CH:17]=[CH:18][C:2]([C:2]2[CH:18]=[CH:17][C:5]([C:20]3[S:19][CH:23]=[CH:22][CH:21]=3)=[CH:4][CH:3]=2)=[CH:3][CH:4]=1)[CH3:16])(=[O:12])=[O:11])[CH3:15]. The yield is 0.540. (3) The reactants are [CH2:1]([O:3][C:4]1[N:8]([CH2:9][C:10]2[CH:15]=[CH:14][C:13]([C:16]3[CH:21]=[CH:20][CH:19]=[CH:18][C:17]=3[C:22]3[N:26]([C:27]([C:40]4[CH:45]=[CH:44][CH:43]=[CH:42][CH:41]=4)([C:34]4[CH:39]=[CH:38][CH:37]=[CH:36][CH:35]=4)[C:28]4[CH:33]=[CH:32][CH:31]=[CH:30][CH:29]=4)[N:25]=[N:24][N:23]=3)=[CH:12][CH:11]=2)[C:7]2[C:46]([C:50]([OH:52])=[O:51])=[CH:47][CH:48]=[CH:49][C:6]=2[N:5]=1)[CH3:2].[C:53](=[O:65])([O:58][CH:59]1[CH2:64][CH2:63][CH2:62][CH2:61][CH2:60]1)[O:54][CH2:55][CH2:56]Cl.C(=O)([O-])[O-].[K+].[K+]. The catalyst is [Cl-].C([N+](CC)(CC)CC)C1C=CC=CC=1.O1CCCC1. The product is [CH2:1]([O:3][C:4]1[N:8]([CH2:9][C:10]2[CH:11]=[CH:12][C:13]([C:16]3[CH:21]=[CH:20][CH:19]=[CH:18][C:17]=3[C:22]3[N:26]([C:27]([C:28]4[CH:33]=[CH:32][CH:31]=[CH:30][CH:29]=4)([C:40]4[CH:41]=[CH:42][CH:43]=[CH:44][CH:45]=4)[C:34]4[CH:35]=[CH:36][CH:37]=[CH:38][CH:39]=4)[N:25]=[N:24][N:23]=3)=[CH:14][CH:15]=2)[C:7]2[C:46]([C:50]([O:52][CH:55]([O:54][C:53]([O:58][CH:59]3[CH2:64][CH2:63][CH2:62][CH2:61][CH2:60]3)=[O:65])[CH3:56])=[O:51])=[CH:47][CH:48]=[CH:49][C:6]=2[N:5]=1)[CH3:2]. The yield is 1.00. (4) The reactants are [N+:1]([C:4]1[CH:5]=[C:6]([C:10](=[O:14])[C@H:11](O)[CH3:12])[CH:7]=[CH:8][CH:9]=1)([O-:3])=[O:2].CN(C1C2C(N(C)C)=CC=CC=2C=CC=1)C.S(OS(C(F)(F)F)(=O)=O)(C(F)(F)F)(=O)=O.[NH2:46][C:47]([CH3:51])([CH3:50])[CH2:48][OH:49]. The catalyst is C(#N)C. The product is [N+:1]([C:4]1[CH:5]=[C:6]([C@:10]2([OH:14])[O:49][CH2:48][C:47]([CH3:51])([CH3:50])[NH:46][C@H:11]2[CH3:12])[CH:7]=[CH:8][CH:9]=1)([O-:3])=[O:2]. The yield is 0.180. (5) The reactants are Br[C:2]1[CH:3]=[C:4]([NH:10][C:11]2[S:12][C:13]3[CH2:14][N:15]([CH3:20])[CH2:16][CH2:17][C:18]=3[N:19]=2)[C:5](=[O:9])[N:6]([CH3:8])[CH:7]=1.[B:21]1([B:21]2[O:25][C:24]([CH3:27])([CH3:26])[C:23]([CH3:29])([CH3:28])[O:22]2)[O:25][C:24]([CH3:27])([CH3:26])[C:23]([CH3:29])([CH3:28])[O:22]1.CC(C1C=C(C(C)C)C(C2C=CC=CC=2P(C2CCCCC2)C2CCCCC2)=C(C(C)C)C=1)C.C([O-])(=O)C.[K+]. The catalyst is O1CCOCC1.C1C=CC(/C=C/C(/C=C/C2C=CC=CC=2)=O)=CC=1.C1C=CC(/C=C/C(/C=C/C2C=CC=CC=2)=O)=CC=1.C1C=CC(/C=C/C(/C=C/C2C=CC=CC=2)=O)=CC=1.[Pd].[Pd]. The product is [CH3:8][N:6]1[CH:7]=[C:2]([B:21]2[O:25][C:24]([CH3:27])([CH3:26])[C:23]([CH3:29])([CH3:28])[O:22]2)[CH:3]=[C:4]([NH:10][C:11]2[S:12][C:13]3[CH2:14][N:15]([CH3:20])[CH2:16][CH2:17][C:18]=3[N:19]=2)[C:5]1=[O:9]. The yield is 0.860.